This data is from Forward reaction prediction with 1.9M reactions from USPTO patents (1976-2016). The task is: Predict the product of the given reaction. (1) Given the reactants [C:1]([O:5][C:6](=[O:19])[C:7]1[CH:12]=[C:11]([CH:13]=[CH2:14])[N:10]=[C:9]([CH:15]=[C:16]([CH3:18])[CH3:17])[CH:8]=1)([CH3:4])([CH3:3])[CH3:2], predict the reaction product. The product is: [C:1]([O:5][C:6](=[O:19])[C:7]1[CH:8]=[C:9]([CH2:15][CH:16]([CH3:17])[CH3:18])[N:10]=[C:11]([CH2:13][CH3:14])[CH:12]=1)([CH3:3])([CH3:4])[CH3:2]. (2) Given the reactants [Br:1][C:2]1[CH:10]=[C:9]([NH2:11])[C:8]([O:12][CH3:13])=[C:7]2[C:3]=1[C:4]1[CH:17]=[C:16]([CH3:18])[CH:15]=[N:14][C:5]=1[NH:6]2.[CH3:19][C:20]([O:23][C:24](O[C:24]([O:23][C:20]([CH3:22])([CH3:21])[CH3:19])=[O:25])=[O:25])([CH3:22])[CH3:21], predict the reaction product. The product is: [Br:1][C:2]1[CH:10]=[C:9]([NH:11][C:24]([O:23][C:20]([CH3:22])([CH3:21])[CH3:19])=[O:25])[C:8]([O:12][CH3:13])=[C:7]2[C:3]=1[C:4]1[CH:17]=[C:16]([CH3:18])[CH:15]=[N:14][C:5]=1[N:6]2[C:24]([O:23][C:20]([CH3:22])([CH3:21])[CH3:19])=[O:25]. (3) Given the reactants [Br:1][C:2]1[CH:9]=[CH:8][C:5]([C:6]#[N:7])=[C:4]([F:10])[CH:3]=1.CO, predict the reaction product. The product is: [Br:1][C:2]1[CH:9]=[CH:8][C:5]([CH2:6][NH2:7])=[C:4]([F:10])[CH:3]=1. (4) Given the reactants [O:1]=[O+][O-].C([C:6](=P(C1C=CC=CC=1)(C1C=CC=CC=1)C1C=CC=CC=1)[C:7]([C@@H:9]([NH:14][C:15](=[O:38])[O:16][C@H:17]([CH2:22][C:23]1[O:24][C:25]([C:28]2[CH:33]=[CH:32][C:31]([C:34]([F:37])([F:36])[F:35])=[CH:30][CH:29]=2)=[N:26][N:27]=1)[C:18]([CH3:21])([CH3:20])[CH3:19])[CH2:10][CH2:11][CH2:12][CH3:13])=[O:8])#N.[NH2:58][N:59]1[CH2:63][CH2:62][O:61][C:60]1=[O:64], predict the reaction product. The product is: [O:1]=[C:6]([NH:58][N:59]1[CH2:63][CH2:62][O:61][C:60]1=[O:64])[C:7]([C@@H:9]([NH:14][C:15](=[O:38])[O:16][C@H:17]([CH2:22][C:23]1[O:24][C:25]([C:28]2[CH:29]=[CH:30][C:31]([C:34]([F:37])([F:35])[F:36])=[CH:32][CH:33]=2)=[N:26][N:27]=1)[C:18]([CH3:20])([CH3:21])[CH3:19])[CH2:10][CH2:11][CH2:12][CH3:13])=[O:8]. (5) Given the reactants F[C:2]1[CH:3]=[CH:4][C:5]2[N:6]([C:8]([C:11]3[S:15][C:14]([C:16](=[O:18])[CH3:17])=[CH:13][CH:12]=3)=[CH:9][N:10]=2)[N:7]=1.C([O:23][C:24](=[O:31])[N:25]([CH2:27][CH2:28][CH2:29][NH2:30])C)(C)(C)C.Cl, predict the reaction product. The product is: [C:16]([OH:18])(=[O:23])[CH3:17].[C:24]([OH:23])(=[O:31])[CH3:2].[CH3:24][NH:25][CH2:27][CH2:28][CH2:29][NH:30][C:2]1[CH:3]=[CH:4][C:5]2[N:6]([C:8]([C:11]3[S:15][C:14]([C:16](=[O:18])[CH3:17])=[CH:13][CH:12]=3)=[CH:9][N:10]=2)[N:7]=1. (6) Given the reactants N(C(OC(C)C)=O)=NC(OC(C)C)=O.[N:15]1([CH2:28][CH2:29][CH2:30][OH:31])[C:27]2[C:26]3[N:25]=[CH:24][CH:23]=[CH:22][C:21]=3[N:20]=[CH:19][C:18]=2[N:17]=[CH:16]1.C1(P(C2C=CC=CC=2)C2C=CC=CC=2)C=CC=CC=1.O[N:52]1[C:56](=[O:57])[C:55]2=[CH:58][CH:59]=[CH:60][CH:61]=[C:54]2[C:53]1=[O:62], predict the reaction product. The product is: [N:15]1([CH2:28][CH2:29][CH2:30][O:31][N:52]2[C:56](=[O:57])[C:55]3[C:54](=[CH:61][CH:60]=[CH:59][CH:58]=3)[C:53]2=[O:62])[C:27]2[C:26]3[N:25]=[CH:24][CH:23]=[CH:22][C:21]=3[N:20]=[CH:19][C:18]=2[N:17]=[CH:16]1. (7) Given the reactants [C:1]1(=O)[C:9]2[C:4](=[CH:5][CH:6]=[CH:7][CH:8]=2)[CH2:3][CH2:2]1.Cl.[NH2:12][OH:13].C([O-])(=O)C.[Na+], predict the reaction product. The product is: [C:1]1(=[N:12]/[OH:13])/[CH2:2][CH2:3][C:4]2[C:9]/1=[CH:8][CH:7]=[CH:6][CH:5]=2. (8) Given the reactants Cl.C[O:3][C:4](=[O:38])[C:5]1[CH:10]=[CH:9][C:8]([O:11][C:12]2[CH:17]=[CH:16][C:15]([CH2:18][C@H:19]([NH2:37])[C:20]3[N:21]([CH2:33][CH2:34][CH2:35][CH3:36])[CH:22]=[C:23]([C:25]4[CH:30]=[CH:29][C:28]([Cl:31])=[CH:27][C:26]=4[Cl:32])[N:24]=3)=[CH:14][CH:13]=2)=[CH:7][CH:6]=1.[Cl:39][C:40]1[CH:45]=[C:44]([Cl:46])[CH:43]=[CH:42][C:41]=1[N:47]=[C:48]=[O:49].NC(N)=O, predict the reaction product. The product is: [CH2:33]([N:21]1[CH:22]=[C:23]([C:25]2[CH:30]=[CH:29][C:28]([Cl:31])=[CH:27][C:26]=2[Cl:32])[N:24]=[C:20]1[C@@H:19]([NH:37][C:48]([NH:47][C:41]1[CH:42]=[CH:43][C:44]([Cl:46])=[CH:45][C:40]=1[Cl:39])=[O:49])[CH2:18][C:15]1[CH:14]=[CH:13][C:12]([O:11][C:8]2[CH:9]=[CH:10][C:5]([C:4]([OH:3])=[O:38])=[CH:6][CH:7]=2)=[CH:17][CH:16]=1)[CH2:34][CH2:35][CH3:36]. (9) Given the reactants C([O:3][C:4]1[C:13]2[C:8](=[CH:9][C:10](OCC)=[CH:11][CH:12]=2)[CH:7]=[CH:6][CH:5]=1)C.[Na].C1(C)C=CC(S(O)(=O)=O)=CC=1, predict the reaction product. The product is: [C:4]1(=[O:3])[C:13]2[C:8](=[CH:9][CH:10]=[CH:11][CH:12]=2)[CH2:7][CH2:6][CH2:5]1.